Dataset: Full USPTO retrosynthesis dataset with 1.9M reactions from patents (1976-2016). Task: Predict the reactants needed to synthesize the given product. Given the product [Cl:1][C:2]1[N:3]=[CH:4][N:5]=[C:6]([NH:11][CH2:12][C:13]2[CH:18]=[CH:17][C:16]([O:19][CH3:20])=[CH:15][CH:14]=2)[C:7]=1[CH2:8][CH2:9][Cl:23], predict the reactants needed to synthesize it. The reactants are: [Cl:1][C:2]1[C:7]([CH2:8][CH2:9]O)=[C:6]([NH:11][CH2:12][C:13]2[CH:18]=[CH:17][C:16]([O:19][CH3:20])=[CH:15][CH:14]=2)[N:5]=[CH:4][N:3]=1.O=S(Cl)[Cl:23].